This data is from Forward reaction prediction with 1.9M reactions from USPTO patents (1976-2016). The task is: Predict the product of the given reaction. (1) Given the reactants C([Si](C)(C)[O:6][C@H:7]1[C@H:11]2[O:12][CH2:13][C@H:14]([NH:15][C:16]([NH:18][CH:19]3[CH2:24][CH2:23][CH2:22][CH2:21][CH2:20]3)=[O:17])[C@H:10]2[O:9][CH2:8]1)(C)(C)C.O1CCOCC1, predict the reaction product. The product is: [CH:19]1([NH:18][C:16]([NH:15][C@H:14]2[CH2:13][O:12][C@@H:11]3[C@H:7]([OH:6])[CH2:8][O:9][C@H:10]23)=[O:17])[CH2:24][CH2:23][CH2:22][CH2:21][CH2:20]1. (2) Given the reactants [OH:1][CH2:2][C:3]1[CH:4]=[CH:5][C:6]2[S:11][CH2:10][C:9](=[O:12])[NH:8][C:7]=2[CH:13]=1.O=C1NC2C=C(C(O)=O)C=CC=2SC1.CCN(CC)CC.C(OC(Cl)=O)C(C)C.[BH4-].[Na+].Cl, predict the reaction product. The product is: [O:12]=[C:9]1[NH:8][C:7]2[CH:13]=[C:3]([CH:2]=[O:1])[CH:4]=[CH:5][C:6]=2[S:11][CH2:10]1. (3) The product is: [Cl:11][C:9]1[N:10]=[CH:2][C:3]([C:4]2([OH:5])[CH2:13][CH2:12]2)=[CH:7][CH:8]=1. Given the reactants C[C:2]1[N:10]=[C:9]([Cl:11])[CH:8]=[CH:7][C:3]=1[C:4](N)=[O:5].[CH2:12]([Mg]Br)[CH3:13].O, predict the reaction product. (4) Given the reactants Br[C:2]1[CH:11]=[C:10]2[C:5]([CH2:6][CH:7]([CH3:26])[N:8]([C:12]3[CH:17]=[C:16]([N:18]4[CH2:23][CH2:22][N:21]([CH3:24])[CH2:20][CH2:19]4)[N:15]=[C:14]([NH2:25])[N:13]=3)[CH2:9]2)=[CH:4][CH:3]=1.CC1(C)C(C)(C)OB([C:35]2[CH:36]=[N:37][N:38]([CH2:40][CH2:41][C:42]([NH2:44])=[O:43])[CH:39]=2)O1.C(=O)(O)[O-].[Na+], predict the reaction product. The product is: [NH2:25][C:14]1[N:13]=[C:12]([N:8]2[CH:7]([CH3:26])[CH2:6][C:5]3[C:10](=[CH:11][C:2]([C:35]4[CH:36]=[N:37][N:38]([CH2:40][CH2:41][C:42]([NH2:44])=[O:43])[CH:39]=4)=[CH:3][CH:4]=3)[CH2:9]2)[CH:17]=[C:16]([N:18]2[CH2:19][CH2:20][N:21]([CH3:24])[CH2:22][CH2:23]2)[N:15]=1. (5) Given the reactants I[C:2]1[C:10]2[C:5](=[N:6][CH:7]=[C:8]([C:11]3[CH:12]=[C:13]([NH:17][S:18]([CH3:21])(=[O:20])=[O:19])[CH:14]=[CH:15][CH:16]=3)[CH:9]=2)[N:4]([S:22]([C:25]2[CH:31]=[CH:30][C:28]([CH3:29])=[CH:27][CH:26]=2)(=[O:24])=[O:23])[CH:3]=1.CC1(C)C(C)(C)OB([C:40]2[CH:41]=[N:42][N:43]([CH2:45][C:46]3[CH:47]=[C:48]([CH:51]=[CH:52][CH:53]=3)[C:49]#[N:50])[CH:44]=2)O1.C(=O)([O-])[O-].[Na+].[Na+], predict the reaction product. The product is: [C:49]([C:48]1[CH:47]=[C:46]([CH:53]=[CH:52][CH:51]=1)[CH2:45][N:43]1[CH:44]=[C:40]([C:2]2[C:10]3[C:5](=[N:6][CH:7]=[C:8]([C:11]4[CH:12]=[C:13]([NH:17][S:18]([CH3:21])(=[O:20])=[O:19])[CH:14]=[CH:15][CH:16]=4)[CH:9]=3)[N:4]([S:22]([C:25]3[CH:31]=[CH:30][C:28]([CH3:29])=[CH:27][CH:26]=3)(=[O:24])=[O:23])[CH:3]=2)[CH:41]=[N:42]1)#[N:50]. (6) Given the reactants Br[C:2]1[CH:3]=[C:4]2[C:9](=[CH:10][CH:11]=1)[C:8]([CH3:13])([CH3:12])[C:7](=[O:14])[C:6]([C:15]([NH:17][CH2:18][C:19]([O:21][C:22]([CH3:25])([CH3:24])[CH3:23])=[O:20])=[O:16])=[C:5]2[OH:26].[N:27]1[CH:32]=[CH:31][CH:30]=[C:29](B(O)O)[CH:28]=1.C([O-])([O-])=O.[Na+].[Na+], predict the reaction product. The product is: [OH:26][C:5]1[C:4]2[C:9](=[CH:10][CH:11]=[C:2]([C:29]3[CH:28]=[N:27][CH:32]=[CH:31][CH:30]=3)[CH:3]=2)[C:8]([CH3:13])([CH3:12])[C:7](=[O:14])[C:6]=1[C:15]([NH:17][CH2:18][C:19]([O:21][C:22]([CH3:25])([CH3:24])[CH3:23])=[O:20])=[O:16].